From a dataset of Forward reaction prediction with 1.9M reactions from USPTO patents (1976-2016). Predict the product of the given reaction. (1) Given the reactants [OH:1][NH:2][C:3]([C:5]1[CH:10]=[CH:9][CH:8]=[CH:7][N:6]=1)=[NH:4].[OH:11][C:12]1[CH:21]=[CH:20][C:19]2[C:14](=[CH:15][CH:16]=[CH:17][CH:18]=2)[C:13]=1[C:22](O)=O, predict the reaction product. The product is: [N:6]1[CH:7]=[CH:8][CH:9]=[CH:10][C:5]=1[C:3]1[N:4]=[C:22]([C:13]2[C:14]3[C:19](=[CH:18][CH:17]=[CH:16][CH:15]=3)[CH:20]=[CH:21][C:12]=2[OH:11])[O:1][N:2]=1. (2) The product is: [CH:15]([C:12]1[S:11][C:10]([NH:9][CH2:8][CH2:7][CH2:6][NH:5][C:3](=[O:4])[C@@H:2]([NH:1][N:23]([C@@H:19]([CH3:18])[CH:20]=[O:21])[C:24](=[O:25])[O:26][C:27]([CH3:28])([CH3:29])[CH3:30])[CH3:17])=[N:14][CH:13]=1)=[O:16]. Given the reactants [NH2:1][C@@H:2]([CH3:17])[C:3]([NH:5][CH2:6][CH2:7][CH2:8][NH:9][C:10]1[S:11][C:12]([CH:15]=[O:16])=[CH:13][N:14]=1)=[O:4].[CH3:18][C@H:19]([NH:23][C:24]([O:26][C:27]([CH3:30])([CH3:29])[CH3:28])=[O:25])[C:20](O)=[O:21].ON1C2N=CC=CC=2N=N1.CN1CCOCC1.C(Cl)CCl, predict the reaction product. (3) Given the reactants C([O:8][C:9]1[N:24]=[C:23]([C:25]2[CH:33]=[C:32]3[C:28]([C:29]4[CH2:37][CH2:36][N:35]([CH3:38])[CH2:34][C:30]=4[NH:31]3)=[CH:27][CH:26]=2)[C:22]([CH2:39][CH3:40])=[C:21]([O:41]CC2C=CC=CC=2)[C:10]=1[C:11]([O:13]CC1C=CC=CC=1)=[O:12])C1C=CC=CC=1.C(Cl)Cl.[SiH](C(C)C)(C(C)C)C(C)C, predict the reaction product. The product is: [CH2:39]([C:22]1[C:21]([OH:41])=[C:10]([C:11]([OH:13])=[O:12])[C:9](=[O:8])[NH:24][C:23]=1[C:25]1[CH:33]=[C:32]2[C:28]([C:29]3[CH2:37][CH2:36][N:35]([CH3:38])[CH2:34][C:30]=3[NH:31]2)=[CH:27][CH:26]=1)[CH3:40]. (4) Given the reactants C[Si:2]([CH3:12])([CH3:11])[N:3]([CH2:8][CH:9]=C)[Si:4]([CH3:7])([CH3:6])[CH3:5].[Cl:13]C([SiH3])Cl, predict the reaction product. The product is: [CH3:7][Si:4]([CH3:5])([CH3:6])[N:3]1[CH2:8][CH2:9][CH2:12][Si:2]1([Cl:13])[CH3:11].